From a dataset of Catalyst prediction with 721,799 reactions and 888 catalyst types from USPTO. Predict which catalyst facilitates the given reaction. (1) The catalyst class is: 6. Reactant: [OH-].[Na+].[CH3:3][CH2:4][CH2:5][CH2:6][CH:7]=[O:8]. Product: [CH2:5]([C:6](=[CH:3][CH2:4][CH2:5][CH2:6][CH3:7])[CH:7]=[O:8])[CH2:4][CH3:3]. (2) Product: [C:35]([O:27][C@@H:5]([CH2:6][CH2:7][CH2:8][O:9][Si:10]([C:23]([CH3:24])([CH3:26])[CH3:25])([C:17]1[CH:18]=[CH:19][CH:20]=[CH:21][CH:22]=1)[C:11]1[CH:12]=[CH:13][CH:14]=[CH:15][CH:16]=1)[CH2:4][C:2]([Br:1])=[CH2:3])(=[O:37])[CH3:36]. The catalyst class is: 64. Reactant: [Br:1][C:2]([CH2:4][C@@H:5]([OH:27])[CH2:6][CH2:7][CH2:8][O:9][Si:10]([C:23]([CH3:26])([CH3:25])[CH3:24])([C:17]1[CH:22]=[CH:21][CH:20]=[CH:19][CH:18]=1)[C:11]1[CH:16]=[CH:15][CH:14]=[CH:13][CH:12]=1)=[CH2:3].C(N(CC)CC)C.[C:35](OC(=O)C)(=[O:37])[CH3:36].